Dataset: Drug-target binding data from BindingDB using Ki measurements. Task: Regression. Given a target protein amino acid sequence and a drug SMILES string, predict the binding affinity score between them. We predict pKi (pKi = -log10(Ki in M); higher means stronger inhibition). Dataset: bindingdb_ki. (1) The small molecule is CC(C)[C@@H]1NC(=O)[C@H](CCCCN)NC(=O)[C@@H](Cc2c[nH]c3ccccc23)NC(=O)[C@H](Cc2ccc(O)cc2)NC(=O)[C@@H](NC(=O)[C@H](N)Cc2ccc3ccccc3c2)CSSC[C@@H](C(=O)N[C@H](C(N)=O)[C@@H](C)O)NC1=O. The target protein (P30935) has sequence MATVTYPSSEPTTLDPGNASSTWPLDTTLGNTSAGASLTGLAVSGILISLVYLVVCVVGLLGNSLVIYVVLRHTSSPSVTSVYILNLALADELFMLGLPFLAAQNALSYWPFGSLMCRLVMAVDGINQFTSIFCLTVMSVDRYLAVVHPTRSARWRTAPVARTVSAAVWVASAVVVLPVVVFSGVPRGMSTCHMQWPEPAAAWRTAFIIYTAALGFFGPLLVICLCYLLIVVKVRSTTRRVRAPSCQWVQAPACQRRRRSERRVTRMVVAVVALFVLCWMPFYLLNIVNVVCPLPEEPAFFGLYFLVVALPYANSCANPILYGFLSYRFKQGFRRILLRPSRRIRSQEPGSGPPEKTEEEEDEEEEERREEEERRMQRGQEMNGRLSQIAQAGTSGQQPRPCTGTAKEQQLLPQEATAGDKASTLSHL. The pKi is 8.2. (2) The small molecule is CN[C@H](C)Cc1ccc2c(c1)OCO2. The target is MLLARMKPQVQPELGGADQ. The pKi is 6.9.